The task is: Predict the reactants needed to synthesize the given product.. This data is from Full USPTO retrosynthesis dataset with 1.9M reactions from patents (1976-2016). (1) Given the product [OH:8][C:9]1[CH:21]=[C:20]2[C:12]([C:13]3[CH:14]=[CH:15][C:16]([NH:22][C:23](=[O:29])[O:24][C:25]([CH3:27])([CH3:26])[CH3:28])=[CH:17][C:18]=3[NH:19]2)=[CH:11][CH:10]=1, predict the reactants needed to synthesize it. The reactants are: C([O:8][C:9]1[CH:21]=[C:20]2[C:12]([C:13]3[CH:14]=[CH:15][C:16]([NH:22][C:23](=[O:29])[O:24][C:25]([CH3:28])([CH3:27])[CH3:26])=[CH:17][C:18]=3[NH:19]2)=[CH:11][CH:10]=1)C1C=CC=CC=1. (2) Given the product [CH:1]1([CH2:4][N:5]([CH2:6][CH2:7][C:8]2[C:16]3[C:11](=[CH:12][CH:13]=[C:14]([F:17])[CH:15]=3)[NH:10][CH:9]=2)[C:25]([C:20]2[C:19]([Br:18])=[CH:24][CH:23]=[CH:22][N:21]=2)=[O:26])[CH2:3][CH2:2]1, predict the reactants needed to synthesize it. The reactants are: [CH:1]1([CH2:4][NH:5][CH2:6][CH2:7][C:8]2[C:16]3[C:11](=[CH:12][CH:13]=[C:14]([F:17])[CH:15]=3)[NH:10][CH:9]=2)[CH2:3][CH2:2]1.[Br:18][C:19]1[C:20]([C:25](O)=[O:26])=[N:21][CH:22]=[CH:23][CH:24]=1. (3) The reactants are: [Br:1][C:2]1[CH:3]=[N+:4]([O-:12])[CH:5]=[C:6]([N+:9]([O-:11])=[O:10])[C:7]=1[CH3:8].[Br:13]N1C(=O)CCC1=O.FC1C(F)=C(F)C=CC=1. Given the product [Br:1][C:2]1[CH:3]=[N+:4]([O-:12])[CH:5]=[C:6]([N+:9]([O-:11])=[O:10])[C:7]=1[CH2:8][Br:13], predict the reactants needed to synthesize it. (4) Given the product [C:4]([C:3]1[CH:12]=[CH:13][C:14]([O:16][CH3:17])=[CH:15][C:2]=1[NH:1][C:26]([C:23]1[S:24][CH:25]=[C:21]([CH3:18])[N:22]=1)=[O:27])(=[O:5])[CH3:6], predict the reactants needed to synthesize it. The reactants are: [NH2:1][C:2]1[CH:15]=[C:14]([O:16][CH3:17])[CH:13]=[CH:12][C:3]=1[C:4]([C:6]1C=CC=CC=1)=[O:5].[CH:18]([C:21]1[N:22]=[C:23]([C:26](O)=[O:27])[S:24][CH:25]=1)(C)C.O=P(Cl)(Cl)Cl.